Dataset: Reaction yield outcomes from USPTO patents with 853,638 reactions. Task: Predict the reaction yield, written as a fraction of the theoretical maximum amount of product (1.0 means a 100% yield; for example, 0.34 means a 34% yield). (1) The reactants are C(OC(=O)[NH:10][C:11]1[CH:16]=[CH:15][C:14]([N:17]([CH:23]2[CH2:28][CH2:27][N:26]([C:29](=[O:45])[C@@H:30]([NH:35][C:36]([N:38]3[CH2:44][CH2:43][CH2:42][CH2:41][CH2:40][CH2:39]3)=[O:37])[CH2:31][CH:32]([CH3:34])[CH3:33])[CH2:25][CH2:24]2)[CH2:18][CH2:19][CH:20]([CH3:22])[CH3:21])=[CH:13][CH:12]=1)C1C=CC=CC=1. The catalyst is C1COCC1.CO.[Pd]. The product is [NH2:10][C:11]1[CH:16]=[CH:15][C:14]([N:17]([CH2:18][CH2:19][CH:20]([CH3:22])[CH3:21])[CH:23]2[CH2:28][CH2:27][N:26]([C:29]([C@@H:30]([NH:35][C:36]([N:38]3[CH2:44][CH2:43][CH2:42][CH2:41][CH2:40][CH2:39]3)=[O:37])[CH2:31][CH:32]([CH3:34])[CH3:33])=[O:45])[CH2:25][CH2:24]2)=[CH:13][CH:12]=1. The yield is 0.930. (2) The catalyst is S(Cl)(Cl)=O.CO. The product is [C:1]([O:5][C:6](=[O:7])[NH:8][C:9]1[S:10][CH:11]=[C:12]([C:14](=[O:16])[N:18]([CH3:19])[CH3:17])[N:13]=1)([CH3:2])([CH3:3])[CH3:4]. The yield is 0.480. The reactants are [C:1]([O:5][C:6]([NH:8][C:9]1[S:10][CH:11]=[C:12]([C:14]([OH:16])=O)[N:13]=1)=[O:7])([CH3:4])([CH3:3])[CH3:2].[CH3:17][NH:18][CH3:19].O1CCCC1. (3) The reactants are [S:1]1[C:9]2[CH2:8][CH2:7][NH:6][CH2:5][C:4]=2[CH:3]=[CH:2]1.[OH-].[Na+].C(=O)([O-])[O-].[K+].[K+].[CH2:18]([O:20][C:21](=[O:38])[C:22]([CH3:37])([CH3:36])[CH2:23][CH2:24][CH2:25][CH2:26][CH:27](Br)[C:28]1[CH:33]=[CH:32][CH:31]=[CH:30][C:29]=1[Cl:34])[CH3:19]. The catalyst is O.CN(C=O)C. The product is [CH2:18]([O:20][C:21](=[O:38])[C:22]([CH3:37])([CH3:36])[CH2:23][CH2:24][CH2:25][CH2:26][CH:27]([C:28]1[CH:33]=[CH:32][CH:31]=[CH:30][C:29]=1[Cl:34])[N:6]1[CH2:7][CH2:8][C:9]2[S:1][CH:2]=[CH:3][C:4]=2[CH2:5]1)[CH3:19]. The yield is 0.490. (4) The catalyst is C1COCC1.C([O-])(=O)C.[Pd+2].C([O-])(=O)C.C(P(C(C)(C)C)C(C)(C)C)(C)(C)C. The product is [C:18]1([C:2]2[N:7]=[C:6]([C:8]([C:11]3[CH:16]=[CH:15][CH:14]=[C:13]([C:18]4[CH:23]=[CH:22][CH:21]=[CH:20][CH:19]=4)[N:12]=3)([F:10])[CH3:9])[CH:5]=[CH:4][CH:3]=2)[CH:23]=[CH:22][CH:21]=[CH:20][CH:19]=1. The yield is 0.886. The reactants are Br[C:2]1[N:7]=[C:6]([C:8]([C:11]2[CH:16]=[CH:15][CH:14]=[C:13](Br)[N:12]=2)([F:10])[CH3:9])[CH:5]=[CH:4][CH:3]=1.[C:18]1(B(O)O)[CH:23]=[CH:22][CH:21]=[CH:20][CH:19]=1.[F-].[K+].